Task: Predict the reactants needed to synthesize the given product.. Dataset: Full USPTO retrosynthesis dataset with 1.9M reactions from patents (1976-2016) (1) The reactants are: [Cl:1][C:2]1[C:7]([Cl:8])=[CH:6][CH:5]=[CH:4][C:3]=1[CH:9]1[CH2:14][CH2:13][NH:12][CH2:11][CH2:10]1.[C:15](O)(=O)C.C=O.C(O[BH-](OC(=O)C)OC(=O)C)(=O)C.[Na+]. Given the product [Cl:1][C:2]1[C:7]([Cl:8])=[CH:6][CH:5]=[CH:4][C:3]=1[CH:9]1[CH2:14][CH2:13][N:12]([CH3:15])[CH2:11][CH2:10]1, predict the reactants needed to synthesize it. (2) Given the product [Br:17][C:18]1[CH:19]=[CH:20][C:21]([C:24]([N:26]2[CH2:27][CH2:28][N:29]([C:36]([C:33]3([OH:32])[CH2:35][CH2:34]3)=[O:37])[CH2:30][CH2:31]2)=[O:25])=[CH:22][CH:23]=1, predict the reactants needed to synthesize it. The reactants are: C(N(CC)C(C)C)(C)C.FC(F)(F)C(O)=O.[Br:17][C:18]1[CH:23]=[CH:22][C:21]([C:24]([N:26]2[CH2:31][CH2:30][NH:29][CH2:28][CH2:27]2)=[O:25])=[CH:20][CH:19]=1.[OH:32][C:33]1([C:36](O)=[O:37])[CH2:35][CH2:34]1.F[P-](F)(F)(F)(F)F.N1(OC(N(C)C)=[N+](C)C)C2C=CC=CC=2N=N1. (3) Given the product [NH2:9][C:3]1[C:2](/[CH:12]=[CH:11]/[C:10]([O:14][C:15]([CH3:18])([CH3:17])[CH3:16])=[O:13])=[CH:7][C:6]([Cl:8])=[CH:5][N:4]=1, predict the reactants needed to synthesize it. The reactants are: Br[C:2]1[C:3]([NH2:9])=[N:4][CH:5]=[C:6]([Cl:8])[CH:7]=1.[C:10]([O:14][C:15]([CH3:18])([CH3:17])[CH3:16])(=[O:13])[CH:11]=[CH2:12].C1(C)C=CC=CC=1P(C1C=CC=CC=1C)C1C=CC=CC=1C. (4) Given the product [F:28][C:29]1[CH:34]=[C:33]([C:2]2[N:3]=[C:4]([N:22]3[CH2:27][CH2:26][O:25][CH2:24][CH2:23]3)[C:5]3[S:10][C:9]([CH2:11][N:12]4[CH2:17][CH2:16][N:15]([S:18]([CH3:21])(=[O:20])=[O:19])[CH2:14][CH2:13]4)=[CH:8][C:6]=3[N:7]=2)[CH:32]=[C:31]([F:38])[N:30]=1, predict the reactants needed to synthesize it. The reactants are: Cl[C:2]1[N:3]=[C:4]([N:22]2[CH2:27][CH2:26][O:25][CH2:24][CH2:23]2)[C:5]2[S:10][C:9]([CH2:11][N:12]3[CH2:17][CH2:16][N:15]([S:18]([CH3:21])(=[O:20])=[O:19])[CH2:14][CH2:13]3)=[CH:8][C:6]=2[N:7]=1.[F:28][C:29]1[CH:34]=[C:33](B(O)O)[CH:32]=[C:31]([F:38])[N:30]=1. (5) Given the product [CH2:1]([N:3]([CH2:31][C:32]1[CH:33]=[CH:34][C:35]([O:38][CH2:41][CH2:42][N:44]2[C:49]([CH3:51])([CH3:50])[CH2:48][CH2:47][CH2:46][C:45]2([CH3:53])[CH3:52])=[CH:36][CH:37]=1)[C:4]1[CH:9]=[C:8]([O:10][CH3:11])[C:7]([O:12][CH3:13])=[CH:6][C:5]=1[C@@H:14]1[CH2:23][CH2:22][C:21]2[CH:20]=[C:19]([OH:24])[CH:18]=[CH:17][C:16]=2[CH2:15]1)[CH3:2], predict the reactants needed to synthesize it. The reactants are: [CH2:1]([N:3]([C:31](=O)[C:32]1[CH:37]=[CH:36][C:35]([OH:38])=[CH:34][CH:33]=1)[C:4]1[CH:9]=[C:8]([O:10][CH3:11])[C:7]([O:12][CH3:13])=[CH:6][C:5]=1[C@@H:14]1[CH2:23][CH2:22][C:21]2[CH:20]=[C:19]([O:24]C(=O)C(C)(C)C)[CH:18]=[CH:17][C:16]=2[CH2:15]1)[CH3:2].Br[CH2:41][C:42]([N:44]1[C:49]([CH3:51])([CH3:50])[CH2:48][CH2:47][CH2:46][C:45]1([CH3:53])[CH3:52])=O. (6) The reactants are: [Cl:1][C:2]1[CH:9]=[CH:8][CH:7]=[C:6]([N:10]2[CH:19]=[CH:18][C:17]3[C:12](=[C:13]([F:23])[CH:14]=[C:15]([CH:20]4[CH2:22][CH2:21]4)[CH:16]=3)[C:11]2=[O:24])[C:3]=1[CH:4]=[O:5].[BH4-].[Na+].O. Given the product [Cl:1][C:2]1[C:3]([CH2:4][OH:5])=[C:6]([N:10]2[CH:19]=[CH:18][C:17]3[C:12](=[C:13]([F:23])[CH:14]=[C:15]([CH:20]4[CH2:22][CH2:21]4)[CH:16]=3)[C:11]2=[O:24])[CH:7]=[CH:8][CH:9]=1, predict the reactants needed to synthesize it.